Dataset: Forward reaction prediction with 1.9M reactions from USPTO patents (1976-2016). Task: Predict the product of the given reaction. (1) Given the reactants Br[C:2]1[CH:7]=[CH:6][C:5]([O:8][CH3:9])=[CH:4][CH:3]=1.[S:10]1[CH:14]=[CH:13][CH:12]=[C:11]1B(O)O, predict the reaction product. The product is: [CH3:9][O:8][C:5]1[CH:6]=[CH:7][C:2]([C:11]2[S:10][CH:14]=[CH:13][CH:12]=2)=[CH:3][CH:4]=1. (2) Given the reactants [CH2:1]([O:3][C:4]([C@H:6]1[CH2:15][C@@H:14]([NH:16]C(OCC2C=CC=CC=2)=O)[C:13]2[C:8](=[CH:9][C:10]([O:29][CH3:30])=[C:11]([O:27][CH3:28])[CH:12]=2)[N:7]1[C:31]([O:33][CH:34]([CH2:36][CH3:37])[CH3:35])=[O:32])=[O:5])[CH3:2], predict the reaction product. The product is: [CH2:1]([O:3][C:4]([C@H:6]1[CH2:15][C@@H:14]([NH2:16])[C:13]2[C:8](=[CH:9][C:10]([O:29][CH3:30])=[C:11]([O:27][CH3:28])[CH:12]=2)[N:7]1[C:31]([O:33][CH:34]([CH2:36][CH3:37])[CH3:35])=[O:32])=[O:5])[CH3:2]. (3) Given the reactants CC1C=CC(S(O[CH2:12][C@@H:13]([OH:29])[CH2:14][CH2:15][N:16]2[C:21](=[O:22])[CH:20]=[N:19][C:18]3[CH:23]=[CH:24][C:25]([O:27][CH3:28])=[N:26][C:17]2=3)(=O)=O)=CC=1.C(=O)([O-])[O-].[K+].[K+], predict the reaction product. The product is: [CH3:28][O:27][C:25]1[CH:24]=[CH:23][C:18]2[N:19]=[CH:20][C:21](=[O:22])[N:16]([CH2:15][CH2:14][C@H:13]3[CH2:12][O:29]3)[C:17]=2[N:26]=1. (4) Given the reactants Cl[C:2]1[N:10]=[CH:9][C:8]([F:11])=[CH:7][C:3]=1[C:4]([OH:6])=[O:5].[NH2:12][C:13]1[CH:14]=[C:15]([CH:27]=[CH:28][CH:29]=1)[C:16]([NH:18][CH:19]1[CH:24]2[CH2:25][CH2:26][N:21]([CH2:22][CH2:23]2)[CH2:20]1)=[O:17], predict the reaction product. The product is: [N:21]12[CH2:22][CH2:23][CH:24]([CH2:25][CH2:26]1)[CH:19]([NH:18][C:16]([C:15]1[CH:14]=[C:13]([NH:12][C:2]3[N:10]=[CH:9][C:8]([F:11])=[CH:7][C:3]=3[C:4]([OH:6])=[O:5])[CH:29]=[CH:28][CH:27]=1)=[O:17])[CH2:20]2. (5) Given the reactants [CH3:1][O:2][C:3]1[CH:12]=[CH:11][CH:10]=[C:9]2[C:4]=1[CH:5]=[CH:6][N:7]=[CH:8]2.Cl, predict the reaction product. The product is: [CH3:1][O:2][C:3]1[CH:12]=[CH:11][CH:10]=[C:9]2[C:4]=1[CH2:5][CH2:6][NH:7][CH2:8]2. (6) Given the reactants [CH2:1]([O:3][C:4](=[O:19])[CH:5]([O:16][CH2:17][CH3:18])[CH2:6][C:7]1[CH:15]=[CH:14][CH:13]=[C:12]2[C:8]=1[CH:9]=[CH:10][NH:11]2)[CH3:2].Cl[CH2:21][C:22]1[N:23]=[C:24]([C:28]2[CH:33]=[CH:32][CH:31]=[CH:30][C:29]=2[Cl:34])[O:25][C:26]=1[CH3:27].[H-].[Na+], predict the reaction product. The product is: [CH2:1]([O:3][C:4](=[O:19])[CH:5]([O:16][CH2:17][CH3:18])[CH2:6][C:7]1[CH:15]=[CH:14][CH:13]=[C:12]2[C:8]=1[CH:9]=[CH:10][N:11]2[CH2:21][C:22]1[N:23]=[C:24]([C:28]2[CH:33]=[CH:32][CH:31]=[CH:30][C:29]=2[Cl:34])[O:25][C:26]=1[CH3:27])[CH3:2]. (7) The product is: [C:49]([O:51][C:52]([NH:54][CH2:55][C:56]([O:45][C:29]1[CH:30]=[C:31]2[C:26](=[CH:27][CH:28]=1)[C:25]1[CH2:24][CH2:23][N:22]3[C@H:34]([CH2:35][C@H:36]4[C@@H:20]([CH2:21]3)[CH2:19][C@@H:18]([O:17][C:15]([C:10]3[CH:9]=[C:8]([O:46][CH3:47])[C:7]([O:6][C:4]([O:3][CH2:1][CH3:2])=[O:5])=[C:12]([O:13][CH3:14])[CH:11]=3)=[O:16])[C@H:38]([O:39][CH3:40])[C@H:37]4[C:41]([O:43][CH3:44])=[O:42])[C:33]=1[NH:32]2)=[O:57])=[O:53])([CH3:59])([CH3:50])[CH3:48]. Given the reactants [CH2:1]([O:3][C:4]([O:6][C:7]1[C:12]([O:13][CH3:14])=[CH:11][C:10]([C:15]([O:17][C@H:18]2[C@H:38]([O:39][CH3:40])[C@@H:37]([C:41]([O:43][CH3:44])=[O:42])[C@@H:36]3[C@@H:20]([CH2:21][N:22]4[C@H:34]([CH2:35]3)[C:33]3[NH:32][C:31]5[C:26](=[CH:27][CH:28]=[C:29]([OH:45])[CH:30]=5)[C:25]=3[CH2:24][CH2:23]4)[CH2:19]2)=[O:16])=[CH:9][C:8]=1[O:46][CH3:47])=[O:5])[CH3:2].[CH3:48][C:49]([CH3:59])([O:51][C:52]([NH:54][CH2:55][C:56](O)=[O:57])=[O:53])[CH3:50].C1CCC(N=C=NC2CCCCC2)CC1, predict the reaction product.